Dataset: Experimentally validated miRNA-target interactions with 360,000+ pairs, plus equal number of negative samples. Task: Binary Classification. Given a miRNA mature sequence and a target amino acid sequence, predict their likelihood of interaction. (1) The protein sequence of the target gene is MEPNSLRTKVPAFLSDLGKATLRGIRKCPRCGTYNGTRGLSCKNKTCGTIFRYGARKQPSVEAVKIITGSDLQVYSVRQRDRGPDYRCFVELGVSETTIQTVDGTIITQLSSGRCYVPSCLKAATQGVVENQCQHIKLAVNCQAEATPLTLKSSVLNAMQASPETKQTIWQLATEPTGPLVQRITKNILVVKCKASQKHSLGYLHTSFVQKVSGKSLPERRFFCSCQTLKSHKSNASKDETAQRCIHFFACICAFASDETLAQEFSDFLNFDSSGLKEIIVPQLGCHSESTVSACESTAS.... The miRNA is hsa-miR-103a-3p with sequence AGCAGCAUUGUACAGGGCUAUGA. Result: 1 (interaction). (2) The miRNA is hsa-miR-6759-3p with sequence UGACCUUUGCCUCUCCCCUCAG. The protein sequence of the target gene is MSSAPNGRKKRPSRSTRSSIFQISKPPLQSGDWERRGSGSESAHKTQRALDDCKMLVQEFNTQVALYRELVISIGDVSVSCPSLRAEMHKTRTKGCEMARQAHQKLAAISGPEDGEIHPEICRLYIQLQCCLEMYTTEMLKSICLLGSLQFHRKGKEPGGGTKSLDCKIEESAETPALEDSSSSPVDSQQHSWQVSTDIENTERDMREMKNLLSKLRETMPLPLKNQDDSSLLNLTPYPLVRRRKRRFFGLCCLISS. Result: 0 (no interaction). (3) The miRNA is hsa-miR-4534 with sequence GGAUGGAGGAGGGGUCU. The protein sequence of the target gene is MAASGSGMAQKTWELANNMQEAQSIDEIYKYDKKQQQEILAAKPWTKDHHYFKYCKISALALLKMVMHARSGGNLEVMGLMLGKVDGETMIIMDSFALPVEGTETRVNAQAAAYEYMAAYIENAKQVGRLENAIGWYHSHPGYGCWLSGIDVSTQMLNQQFQEPFVAVVIDPTRTISAGKVNLGAFRTYPKGYKPPDEGPSEYQTIPLNKIEDFGVHCKQYYALEVSYFKSSLDRKLLELLWNKYWVNTLSSSSLLTNADYTTGQVFDLSEKLEQSEAQLGRGSFMLGLETHDRKSEDKL.... Result: 0 (no interaction). (4) The miRNA is hsa-miR-335-5p with sequence UCAAGAGCAAUAACGAAAAAUGU. The protein sequence of the target gene is MPSLLVLTFSPCVLLGWALLAGGTGGGGVGGGGGGAGIGGGRQEREALPPQKIEVLVLLPQDDSYLFSLTRVRPAIEYALRSVEGNGTGRRLLPPGTRFQVAYEDSDCGNRALFSLVDRVAAARGAKPDLILGPVCEYAAAPVARLASHWDLPMLSAGALAAGFQHKDSEYSHLTRVAPAYAKMGEMMLALFRHHHWSRAALVYSDDKLERNCYFTLEGVHEVFQEEGLHTSIYSFDETKDLDLEDIVRNIQASERVVIMCASSDTIRSIMLVAHRHGMTSGDYAFFNIELFNSSSYGDG.... Result: 1 (interaction). (5) The miRNA is mmu-miR-98-5p with sequence UGAGGUAGUAAGUUGUAUUGUU. The protein sequence of the target gene is MKKTEMGRFNISPDEDSSSYSSNSDFNYSYPTKQAALKSHYADVDPENQNFLLESNLGKKKYETDFHPGTTSFGMSVFNLSNAIVGSGILGLSYAMANTGIALFIILLTFVSIFSLYSVHLLLKTANEGGSLLYEQLGHKAYGLAGKLAASGSITMQNIGAMSSYLFIVKYELPLVIKALMNIEDTNGLWYLNGDYLVLLVSLVLILPLSLLRNLGYLGYTSGLSLLCMIFFLIVVICKKFQIPCPVEAALVANETVNGTFTQAALALAFNSTADDACRPRYFIFNSQTVYAVPILTFSF.... Result: 0 (no interaction). (6) The miRNA is hsa-miR-124-3p with sequence UAAGGCACGCGGUGAAUGCCAA. Result: 1 (interaction). The protein sequence of the target gene is MQRAVPEGFGRRKLGSDMGNAERAPGSRSFGPVPTLLLLAAALLAVSDALGRPSEEDEELVVPELERAPGHGTTRLRLHAFDQQLDLELRPDSSFLAPGFTLQNVGRKSGSETPLPETDLAHCFYSGTVNGDPSSAAALSLCEGVRGAFYLLGEAYFIQPLPAASERLATAAPGEKPPAPLQFHLLRRNRQGDVGGTCGVVDDEPRPTGKAETEDEDEGTEGEDEGAQWSPQDPALQGVGQPTGTGSIRKKRFVSSHRYVETMLVADQSMAEFHGSGLKHYLLTLFSVAARLYKHPSIRN.... (7) The miRNA is hsa-miR-3074-5p with sequence GUUCCUGCUGAACUGAGCCAG. The protein sequence of the target gene is MTEESTKENLGAPKSPTPVTMEKNPKREVVVTTGPLVSEVQLMAATGGAELSCYRCIIPFAVVVFITGIVVTAVAYSFNSHGSIISIFGLVLLSSGLFLLASSALCWKVRQRNKKVKRRESQTALVVNQRCLFA. Result: 0 (no interaction).